This data is from Full USPTO retrosynthesis dataset with 1.9M reactions from patents (1976-2016). The task is: Predict the reactants needed to synthesize the given product. Given the product [CH3:45][C:46]1([CH3:62])[O:50][C@H:49]([CH2:51][O:52][C:53]2[N:58]=[C:57]([C:59]([NH:42][C:39]3[N:37]4[N:38]=[C:33]([C:28]5[CH:29]=[CH:30][CH:31]=[CH:32][C:27]=5[C:26]([F:25])([F:43])[F:44])[CH:34]=[CH:35][C:36]4=[N:41][CH:40]=3)=[O:60])[CH:56]=[N:55][CH:54]=2)[CH2:48][O:47]1, predict the reactants needed to synthesize it. The reactants are: CN(C(ON1N=NC2C=CC=NC1=2)=[N+](C)C)C.F[P-](F)(F)(F)(F)F.[F:25][C:26]([F:44])([F:43])[C:27]1[CH:32]=[CH:31][CH:30]=[CH:29][C:28]=1[C:33]1[CH:34]=[CH:35][C:36]2[N:37]([C:39]([NH2:42])=[CH:40][N:41]=2)[N:38]=1.[CH3:45][C:46]1([CH3:62])[O:50][C@H:49]([CH2:51][O:52][C:53]2[N:58]=[C:57]([C:59](O)=[O:60])[CH:56]=[N:55][CH:54]=2)[CH2:48][O:47]1.C(N(CC)C(C)C)(C)C.